From a dataset of Forward reaction prediction with 1.9M reactions from USPTO patents (1976-2016). Predict the product of the given reaction. Given the reactants C(N1C=CN=C1)(N1C=CN=C1)=O.[CH3:13][C:14]1[C:22]([N+:23]([O-:25])=[O:24])=[CH:21][CH:20]=[CH:19][C:15]=1[C:16]([OH:18])=O.[CH2:26]([O:28][C:29](=[O:34])[CH2:30]C(O)=O)[CH3:27], predict the reaction product. The product is: [CH3:13][C:14]1[C:22]([N+:23]([O-:25])=[O:24])=[CH:21][CH:20]=[CH:19][C:15]=1[C:16](=[O:18])[CH2:30][C:29]([O:28][CH2:26][CH3:27])=[O:34].